Predict the reactants needed to synthesize the given product. From a dataset of Full USPTO retrosynthesis dataset with 1.9M reactions from patents (1976-2016). (1) Given the product [CH3:21][C:18]([O:17][C:15]([N:13]1[CH2:14][C:9]2[O:8][C:7]([CH2:5][OH:4])=[N:11][C:10]=2[CH2:12]1)=[O:16])([CH3:19])[CH3:20], predict the reactants needed to synthesize it. The reactants are: [BH4-].[Li+].C[O:4][C:5]([C:7]1[O:8][C:9]2[CH2:14][N:13]([C:15]([O:17][C:18]([CH3:21])([CH3:20])[CH3:19])=[O:16])[CH2:12][C:10]=2[N:11]=1)=O. (2) Given the product [C:67]([C:64]1[CH:65]=[CH:66][C:61]([CH2:60][N:57]2[CH2:58][CH2:59][CH:54]([NH:53][C:22]([C:19]3[CH:18]=[CH:17][C:16]4[NH:15][C:14]5[CH2:25][CH2:26][N:11]([C:9]([O:8][CH2:1][C:2]6[CH:7]=[CH:6][CH:5]=[CH:4][CH:3]=6)=[O:10])[CH2:12][C:13]=5[C:21]=4[CH:20]=3)=[O:23])[CH2:55][CH2:56]2)=[CH:62][CH:63]=1)#[N:68], predict the reactants needed to synthesize it. The reactants are: [CH2:1]([O:8][C:9]([N:11]1[CH2:26][CH2:25][C:14]2[NH:15][C:16]3[CH:17]=[CH:18][C:19]([C:22](O)=[O:23])=[CH:20][C:21]=3[C:13]=2[CH2:12]1)=[O:10])[C:2]1[CH:7]=[CH:6][CH:5]=[CH:4][CH:3]=1.CN(C(ON1N=NC2C=CC=NC1=2)=[N+](C)C)C.F[P-](F)(F)(F)(F)F.Cl.Cl.[NH2:53][CH:54]1[CH2:59][CH2:58][N:57]([CH2:60][C:61]2[CH:66]=[CH:65][C:64]([C:67]#[N:68])=[CH:63][CH:62]=2)[CH2:56][CH2:55]1.C(N(CC)CC)C.C(=O)(O)[O-].[Na+].